The task is: Predict which catalyst facilitates the given reaction.. This data is from Catalyst prediction with 721,799 reactions and 888 catalyst types from USPTO. (1) Reactant: Br[C:2]1[CH:3]=[CH:4][CH:5]=[C:6]2[C:11]=1[CH:10]=[C:9]([N:12]([CH2:20][C:21]1[CH:26]=[CH:25][CH:24]=[CH:23][CH:22]=1)[CH2:13][C:14]1[CH:19]=[CH:18][CH:17]=[CH:16][CH:15]=1)[CH:8]=[CH:7]2.CCCCCC.C([Li])CCC.[CH3:38][N:39]1[CH2:44][CH2:43][C:42](=[O:45])[CH2:41][CH2:40]1. Product: [CH2:20]([N:12]([CH2:13][C:14]1[CH:19]=[CH:18][CH:17]=[CH:16][CH:15]=1)[C:9]1[CH:10]=[C:11]2[C:6]([CH:5]=[CH:4][CH:3]=[C:2]2[C:42]2([OH:45])[CH2:43][CH2:44][N:39]([CH3:38])[CH2:40][CH2:41]2)=[CH:7][CH:8]=1)[C:21]1[CH:22]=[CH:23][CH:24]=[CH:25][CH:26]=1. The catalyst class is: 7. (2) Reactant: Cl[C:2]1[N:12]=[CH:11][CH:10]=[CH:9][C:3]=1[C:4]([O:6][CH2:7][CH3:8])=[O:5].[N:13]1[CH:18]=[CH:17][CH:16]=[CH:15][C:14]=1[NH:19][C:20]1[CH:25]=[CH:24][C:23]([OH:26])=[CH:22][CH:21]=1.C(=O)([O-])[O-].[Cs+].[Cs+].CS(C)=O. Product: [N:13]1[CH:18]=[CH:17][CH:16]=[CH:15][C:14]=1[NH:19][C:20]1[CH:25]=[CH:24][C:23]([O:26][C:2]2[N:12]=[CH:11][CH:10]=[CH:9][C:3]=2[C:4]([O:6][CH2:7][CH3:8])=[O:5])=[CH:22][CH:21]=1. The catalyst class is: 6. (3) Reactant: C([Si](CC)(C)[O:6][CH2:7][C:8]1[N:9]=[C:10]([N:14]2[CH2:19][CH2:18][O:17][CH2:16][CH2:15]2)[O:11][C:12]=1[CH3:13])(C)(C)C. Product: [CH3:13][C:12]1[O:11][C:10]([N:14]2[CH2:15][CH2:16][O:17][CH2:18][CH2:19]2)=[N:9][C:8]=1[CH2:7][OH:6]. The catalyst class is: 2.